Dataset: Full USPTO retrosynthesis dataset with 1.9M reactions from patents (1976-2016). Task: Predict the reactants needed to synthesize the given product. (1) Given the product [CH3:17][N:4]1[CH:5]=[C:6]([CH2:10][C:11]2[CH:12]=[N:13][CH:14]=[N:15][CH:16]=2)[C:7](=[O:9])[N:8]=[C:3]1[S:2][CH3:1], predict the reactants needed to synthesize it. The reactants are: [CH3:1][S:2][C:3]1[NH:4][CH:5]=[C:6]([CH2:10][C:11]2[CH:12]=[N:13][CH:14]=[N:15][CH:16]=2)[C:7](=[O:9])[N:8]=1.[CH3:17]I. (2) Given the product [Cl:14][C:12]1[C:11]([CH3:15])=[CH:10][C:9]2[N:16]=[C:17]([C:18]3[CH:19]=[CH:21][CH:22]=[C:23]([C:27]4[CH:32]=[CH:31][N:30]=[C:29]([CH3:33])[CH:28]=4)[CH:24]=3)[CH2:38][C:36](=[O:37])[NH:7][C:8]=2[CH:13]=1, predict the reactants needed to synthesize it. The reactants are: C(OC(=O)[NH:7][C:8]1[CH:13]=[C:12]([Cl:14])[C:11]([CH3:15])=[CH:10][C:9]=1[NH:16][C:17](=O)[CH2:18][C:19]([C:21]1C=C[CH:24]=[C:23]([C:27]2[CH:32]=[CH:31][N:30]=[C:29]([CH3:33])[CH:28]=2)[CH:22]=1)=O)(C)(C)C.[C:36](O)([C:38](F)(F)F)=[O:37]. (3) Given the product [N:31]1[CH:30]=[CH:29][C:6]([CH2:7][NH:8][CH2:9][CH2:10][NH:11][C:12]([C:14]2[S:15][CH:16]=[CH:17][C:18]=2[NH:19][C:20]2[CH:25]=[CH:24][N:23]=[C:22]3[NH:26][CH:27]=[CH:28][C:21]=23)=[O:13])=[CH:5][CH:4]=1, predict the reactants needed to synthesize it. The reactants are: COC1[CH:30]=[CH:29][C:6]([CH2:7][NH:8][CH2:9][CH2:10][NH:11][C:12]([C:14]2[S:15][CH:16]=[CH:17][C:18]=2[NH:19][C:20]2[CH:25]=[CH:24][N:23]=[C:22]3[NH:26][CH:27]=[CH:28][C:21]=23)=[O:13])=[CH:5][CH:4]=1.[N:31]1C=CC(C=O)=CC=1. (4) Given the product [N:1]1[N:2]([C:10]2[C:11]([OH:19])=[C:12]([CH:13]=[C:14]([CH3:16])[CH:15]=2)[CH2:17][O:21][C:20](=[O:23])[CH2:11][CH:12]([CH3:17])[CH3:13])[N:3]=[C:4]2[CH:9]=[CH:8][CH:7]=[CH:6][C:5]=12, predict the reactants needed to synthesize it. The reactants are: [N:1]1[N:2]([C:10]2[CH:15]=[C:14]([CH3:16])[CH:13]=[C:12]([CH2:17]Cl)[C:11]=2[OH:19])[N:3]=[C:4]2[CH:9]=[CH:8][CH:7]=[CH:6][C:5]=12.[C:20](=[O:23])([O-])[O-:21].[Na+].[Na+]. (5) Given the product [Cl:1][C:2]1[CH:7]=[CH:6][C:5]([N:8]2[C:13](=[O:14])[C:12]3[CH:15]=[N:16][N:17]([C:18]4[CH:23]=[CH:22][CH:21]=[CH:20][CH:19]=4)[C:11]=3[N:10]=[C:9]2[C:24]2[CH:29]=[CH:28][C:27]([C:36]3[CH:35]=[CH:34][CH:33]=[C:32]([F:31])[CH:37]=3)=[CH:26][CH:25]=2)=[CH:4][CH:3]=1, predict the reactants needed to synthesize it. The reactants are: [Cl:1][C:2]1[CH:7]=[CH:6][C:5]([N:8]2[C:13](=[O:14])[C:12]3[CH:15]=[N:16][N:17]([C:18]4[CH:23]=[CH:22][CH:21]=[CH:20][CH:19]=4)[C:11]=3[N:10]=[C:9]2[C:24]2[CH:29]=[CH:28][C:27](I)=[CH:26][CH:25]=2)=[CH:4][CH:3]=1.[F:31][C:32]1[CH:33]=[C:34](B(O)O)[CH:35]=[CH:36][CH:37]=1. (6) Given the product [CH2:7]([O:6][C:4](=[O:5])[CH2:3][NH:2][C:44](=[O:45])[CH2:43][CH2:42][C@H:31]([NH:30][C:28]([O:27][C:23]([CH3:25])([CH3:24])[CH3:26])=[O:29])[C:32]([O:34][CH2:35][C:36]1[CH:37]=[CH:38][CH:39]=[CH:40][CH:41]=1)=[O:33])[C:8]1[CH:13]=[CH:12][CH:11]=[CH:10][CH:9]=1, predict the reactants needed to synthesize it. The reactants are: Cl.[NH2:2][CH2:3][C:4]([O:6][CH2:7][C:8]1[CH:13]=[CH:12][CH:11]=[CH:10][CH:9]=1)=[O:5].CCN(C(C)C)C(C)C.[C:23]([O:27][C:28]([NH:30][C@@H:31]([CH2:42][CH2:43][C:44](SC1C=CC(F)=CC=1)=[O:45])[C:32]([O:34][CH2:35][C:36]1[CH:41]=[CH:40][CH:39]=[CH:38][CH:37]=1)=[O:33])=[O:29])([CH3:26])([CH3:25])[CH3:24]. (7) Given the product [C:1]([O:5][C:6](=[O:50])[CH2:7][C@H:8]([NH:24][C:25]([C@@H:27]1[CH2:32][CH2:31][CH2:30][N:29]([C:33](=[O:49])[CH2:34][CH2:35][CH:36]2[CH2:41][CH2:40][N:39]([C:42]([O:44][C:45]([CH3:48])([CH3:47])[CH3:46])=[O:43])[CH2:38][CH2:37]2)[CH2:28]1)=[O:26])[C:9]1[CH:10]=[N:11][CH:12]=[C:13]([C:15]#[C:16][C:17]2[CH:22]=[CH:21][CH:20]=[C:19]([O:23][CH2:68][CH2:51][O:54][S:64]([C:61]3[CH:62]=[CH:63][C:58]([CH3:57])=[CH:59][CH:60]=3)(=[O:67])=[O:65])[CH:18]=2)[CH:14]=1)([CH3:3])([CH3:2])[CH3:4], predict the reactants needed to synthesize it. The reactants are: [C:1]([O:5][C:6](=[O:50])[CH2:7][C@H:8]([NH:24][C:25]([C@@H:27]1[CH2:32][CH2:31][CH2:30][N:29]([C:33](=[O:49])[CH2:34][CH2:35][CH:36]2[CH2:41][CH2:40][N:39]([C:42]([O:44][C:45]([CH3:48])([CH3:47])[CH3:46])=[O:43])[CH2:38][CH2:37]2)[CH2:28]1)=[O:26])[C:9]1[CH:10]=[N:11][CH:12]=[C:13]([C:15]#[C:16][C:17]2[CH:22]=[CH:21][CH:20]=[C:19]([OH:23])[CH:18]=2)[CH:14]=1)([CH3:4])([CH3:3])[CH3:2].[C:51](=[O:54])([O-])[O-].[Cs+].[Cs+].[CH3:57][C:58]1[CH:63]=[CH:62][C:61]([S:64]([O-:67])(=O)=[O:65])=[CH:60][CH:59]=1.[CH3:68]N(C)C=O. (8) Given the product [Cl:1][C:2]1[CH:3]=[C:4]2[C:8](=[CH:9][CH:10]=1)[NH:7][N:6]=[C:5]2[C:11]1[NH:15][CH2:14][CH2:13][N:12]=1, predict the reactants needed to synthesize it. The reactants are: [Cl:1][C:2]1[CH:3]=[C:4]2[C:8](=[CH:9][CH:10]=1)[NH:7][N:6]=[C:5]2[C:11]#[N:12].[CH2:13](N)[CH2:14][NH2:15].P12(SP3(SP(SP(S3)(S1)=S)(=S)S2)=S)=S. (9) Given the product [CH3:16][O:15][C:13]([NH:12][CH:4]([CH2:5][CH:6]1[CH2:7][CH2:8][O:9][CH2:10][CH2:11]1)[C:3]([OH:17])=[O:2])=[O:14], predict the reactants needed to synthesize it. The reactants are: C[O:2][C:3](=[O:17])[CH:4]([NH:12][C:13]([O:15][CH3:16])=[O:14])[CH2:5][CH:6]1[CH2:11][CH2:10][O:9][CH2:8][CH2:7]1.[Li+].[OH-].